From a dataset of Reaction yield outcomes from USPTO patents with 853,638 reactions. Predict the reaction yield, written as a fraction of the theoretical maximum amount of product (1.0 means a 100% yield; for example, 0.34 means a 34% yield). (1) The reactants are [NH2:1][C@H:2]([C:5]([OH:7])=[O:6])[CH2:3][SH:4].[C:8]([O:13][CH2:14][CH3:15])(=[O:12])[C:9]([CH3:11])=O. The catalyst is O.C(O)C. The product is [CH3:15][CH2:14][O:13][C:8]([C:9]1([CH3:11])[NH:1][CH:2]([C:5]([OH:7])=[O:6])[CH2:3][S:4]1)=[O:12]. The yield is 0.700. (2) The reactants are C(NC(C)C)(C)C.C([Li])CCC.[CH:13]([O:16][C:17]1[CH:18]=[C:19]2[C:24](=[CH:25][C:26]=1[O:27][CH3:28])[O:23][CH2:22][CH2:21][C:20]2=[O:29])([CH3:15])[CH3:14].[C:30](OCC)(=[O:36])[C:31]([O:33][CH2:34][CH3:35])=[O:32]. The catalyst is C1COCC1. The product is [OH:36]/[C:30](=[C:21]1/[CH2:22][O:23][C:24]2[C:19]([C:20]/1=[O:29])=[CH:18][C:17]([O:16][CH:13]([CH3:15])[CH3:14])=[C:26]([O:27][CH3:28])[CH:25]=2)/[C:31]([O:33][CH2:34][CH3:35])=[O:32]. The yield is 0.920. (3) The reactants are C[O:2][C:3]([C:5]1[C:10]([NH:11][C:12]2[CH:17]=[CH:16][C:15]([Br:18])=[CH:14][C:13]=2[F:19])=[C:9]([F:20])[C:8](=[O:21])[NH:7][CH:6]=1)=[O:4].C1COCC1.[Li+].[OH-].Cl. The catalyst is CO. The product is [Br:18][C:15]1[CH:16]=[CH:17][C:12]([NH:11][C:10]2[C:5]([C:3]([OH:4])=[O:2])=[CH:6][NH:7][C:8](=[O:21])[C:9]=2[F:20])=[C:13]([F:19])[CH:14]=1. The yield is 0.990. (4) The reactants are C([O-])(=O)C.[CH3:5][CH2:6][C@@H:7]1[NH:50][C:48](=[O:49])[C@H:47]([C@H:51]([OH:58])[C@@H:52]([CH2:54]/[CH:55]=[CH:56]/[CH3:57])[CH3:53])[N:46]([CH3:59])[C:44](=[O:45])[C@H:43]([CH:60]([CH3:62])[CH3:61])[N:42]([CH3:63])[C:40](=[O:41])[C@H:39]([CH2:64][CH:65]([CH3:67])[CH3:66])[N:38]([CH3:68])[C:36](=[O:37])[C@H:35]([CH2:69][CH:70]([CH3:72])[CH3:71])[N:34]([CH3:73])[C:32](=[O:33])[C@@H:31]([CH3:74])[NH:30][C:28](=[O:29])[C@H:27]([CH3:75])[NH:26][C:24](=[O:25])[C@H:23]([CH2:76][CH:77]([CH3:79])[CH3:78])[N:22]([CH3:80])[C:20](=[O:21])[C@H:19]([CH:81]([CH3:83])[CH3:82])[NH:18][C:16](=[O:17])[C@H:15]([CH2:84][CH:85]([CH3:87])[CH3:86])[N:14]([CH3:88])[C:12](=[O:13])[CH2:11][N:10]([CH3:89])[C:8]1=[O:9].[NH:90]1[CH2:95][CH2:94][S:93][CH2:92][CH2:91]1.C(=O)([O-])[O-].[K+].[K+]. The catalyst is C(Cl)Cl.CO.C(OCC)(=O)C. The product is [CH3:5][CH2:6][C@@H:7]1[NH:50][C:48](=[O:49])[C@H:47]([C@H:51]([OH:58])[C@@H:52]([CH2:54]/[CH:55]=[CH:56]/[CH3:57])[CH3:53])[N:46]([CH3:59])[C:44](=[O:45])[C@H:43]([CH:60]([CH3:61])[CH3:62])[N:42]([CH3:63])[C:40](=[O:41])[C@H:39]([CH2:64][CH:65]([CH3:66])[CH3:67])[N:38]([CH3:68])[C:36](=[O:37])[C@H:35]([CH2:69][CH:70]([CH3:72])[CH3:71])[N:34]([CH3:73])[C:32](=[O:33])[C@@H:31]([CH3:74])[NH:30][C:28](=[O:29])[C@H:27]([CH3:75])[NH:26][C:24](=[O:25])[C@H:23]([CH2:76][CH:77]([CH3:79])[CH3:78])[N:22]([CH3:80])[C:20](=[O:21])[C@H:19]([CH:81]([CH3:83])[CH3:82])[NH:18][C:16](=[O:17])[C@H:15]([CH2:84][CH:85]([CH3:87])[CH3:86])[N:14]([CH3:88])[C:12](=[O:13])[CH2:11][N:10]([CH3:89])[C:8]1=[O:9].[NH:90]1[CH2:95][CH2:94][S:93][CH2:92][CH2:91]1. The yield is 0.330. (5) The reactants are [NH2:1][C:2]1[CH:7]=[CH:6][C:5]([N:8]2[C:14](=[O:15])[CH2:13][C:12](=[O:16])[NH:11][C:10]3[C:17]4[C:22]([CH:23]=[CH:24][C:9]2=3)=[CH:21][CH:20]=[CH:19][CH:18]=4)=[CH:4][CH:3]=1.[Cl:25][C:26]1[CH:31]=[C:30]([O:32][CH3:33])[CH:29]=[CH:28][C:27]=1[CH2:34][C:35](Cl)=[O:36].C(NC1C=CC(N2C(=O)CC(=O)NC3C4C(C=CC2=3)=CC=CC=4)=CC=1)(=O)C1C=CC=CC=1. No catalyst specified. The product is [Cl:25][C:26]1[CH:31]=[C:30]([O:32][CH3:33])[CH:29]=[CH:28][C:27]=1[CH2:34][C:35]([NH:1][C:2]1[CH:7]=[CH:6][C:5]([N:8]2[C:14](=[O:15])[CH2:13][C:12](=[O:16])[NH:11][C:10]3[C:17]4[C:22]([CH:23]=[CH:24][C:9]2=3)=[CH:21][CH:20]=[CH:19][CH:18]=4)=[CH:4][CH:3]=1)=[O:36]. The yield is 0.480. (6) The yield is 0.180. The product is [N:35]1[CH:40]=[CH:39][C:38]([C:7]2[C:11]3([CH2:12][CH2:13]3)[O:10][C:9](=[O:14])[C:8]=2[C:15]2[CH:20]=[CH:19][C:18]([O:21][CH2:22][C:23]3[CH:32]=[CH:31][C:30]4[C:25](=[CH:26][CH:27]=[CH:28][CH:29]=4)[N:24]=3)=[CH:17][CH:16]=2)=[CH:37][CH:36]=1. The catalyst is O1CCOCC1.O.C1C=CC([P]([Pd]([P](C2C=CC=CC=2)(C2C=CC=CC=2)C2C=CC=CC=2)([P](C2C=CC=CC=2)(C2C=CC=CC=2)C2C=CC=CC=2)[P](C2C=CC=CC=2)(C2C=CC=CC=2)C2C=CC=CC=2)(C2C=CC=CC=2)C2C=CC=CC=2)=CC=1. The reactants are FC(F)(F)S(O[C:7]1[C:11]2([CH2:13][CH2:12]2)[O:10][C:9](=[O:14])[C:8]=1[C:15]1[CH:20]=[CH:19][C:18]([O:21][CH2:22][C:23]2[CH:32]=[CH:31][C:30]3[C:25](=[CH:26][CH:27]=[CH:28][CH:29]=3)[N:24]=2)=[CH:17][CH:16]=1)(=O)=O.[N:35]1[CH:40]=[CH:39][C:38](B(O)O)=[CH:37][CH:36]=1.C([O-])([O-])=O.[Na+].[Na+]. (7) The reactants are [F:1][C:2]([F:12])([F:11])[C:3]1[CH:10]=[CH:9][C:6]([CH2:7][NH2:8])=[CH:5][CH:4]=1.Br[C:14]1[CH:23]=[N:22][CH:21]=[CH:20][C:15]=1[C:16]([O:18][CH3:19])=[O:17]. No catalyst specified. The product is [F:1][C:2]([F:11])([F:12])[C:3]1[CH:10]=[CH:9][C:6]([CH2:7][NH:8][C:20]2[CH:21]=[N:22][CH:23]=[CH:14][C:15]=2[C:16]([O:18][CH3:19])=[O:17])=[CH:5][CH:4]=1. The yield is 0.400. (8) The reactants are [Cl:1][C:2]1[CH:7]=[CH:6][CH:5]=[CH:4][C:3]=1[CH:8]([NH2:12])[CH:9]([CH3:11])[CH3:10].[I:13][C:14]1[C:22]2[C:17](=[CH:18][CH:19]=[C:20]([C:23](O)=[O:24])[CH:21]=2)[NH:16][N:15]=1.CCN(C(C)C)C(C)C.CN(C(ON1N=NC2C=CC=CC1=2)=[N+](C)C)C.[B-](F)(F)(F)F. The catalyst is CN(C=O)C. The product is [Cl:1][C:2]1[CH:7]=[CH:6][CH:5]=[CH:4][C:3]=1[CH:8]([NH:12][C:23]([C:20]1[CH:21]=[C:22]2[C:17](=[CH:18][CH:19]=1)[NH:16][N:15]=[C:14]2[I:13])=[O:24])[CH:9]([CH3:10])[CH3:11]. The yield is 0.950. (9) The reactants are N[C:2]1[CH:14]=[CH:13][C:5]([O:6][C:7]2[CH:12]=[CH:11][N:10]=[CH:9][CH:8]=2)=[CH:4][CH:3]=1.[F:15][C:16]1[CH:21]=[CH:20][C:19]([NH:22][C:23](=[O:28])[CH2:24][C:25]([OH:27])=O)=[CH:18][CH:17]=1.CC[N:31](C(C)C)C(C)C.CN(C(ON1N=NC2C=CC=CC1=2)=[N+](C)C)C.[B-](F)(F)(F)F. The catalyst is CN(C=O)C. The product is [F:15][C:16]1[CH:17]=[CH:18][C:19]([N:22]([C:2]2[CH:3]=[CH:4][C:5]([O:6][C:7]3[CH:12]=[CH:11][N:10]=[CH:9][CH:8]=3)=[CH:13][CH:14]=2)[C:23](=[O:28])[CH2:24][C:25]([NH2:31])=[O:27])=[CH:20][CH:21]=1. The yield is 0.760. (10) The reactants are [Br:1][C:2]1[N:7]=[CH:6][C:5]([CH:8]([OH:11])[CH2:9][OH:10])=[CH:4][CH:3]=1.[NH+]1C=C[CH:15]=[CH:14][CH:13]=1. The catalyst is CC(C)=O.ClCCl. The product is [Br:1][C:2]1[CH:3]=[CH:4][C:5]([CH:8]2[CH2:9][O:10][C:14]([CH3:15])([CH3:13])[O:11]2)=[CH:6][N:7]=1. The yield is 0.420.